From a dataset of Forward reaction prediction with 1.9M reactions from USPTO patents (1976-2016). Predict the product of the given reaction. (1) The product is: [NH2:21][C:22]1[N:31]=[C:30]([C:32]([N:34]2[CH2:35][C:36]3[C:41](=[CH:40][CH:39]=[CH:38][CH:37]=3)[CH2:42]2)=[O:33])[C:29]2[C:24](=[CH:25][CH:26]=[C:27]([C:2]3[CH:7]=[C:6]([O:8][CH3:9])[C:5]([O:10][CH3:11])=[CH:4][C:3]=3[CH2:12][OH:13])[CH:28]=2)[N:23]=1. Given the reactants Br[C:2]1[CH:7]=[C:6]([O:8][CH3:9])[C:5]([O:10][CH3:11])=[CH:4][C:3]=1[CH2:12][OH:13].C(=O)([O-])[O-].[K+].[K+].O.[NH2:21][C:22]1[N:31]=[C:30]([C:32]([N:34]2[CH2:42][C:41]3[C:36](=[CH:37][CH:38]=[CH:39][CH:40]=3)[CH2:35]2)=[O:33])[C:29]2[C:24](=[CH:25][CH:26]=[C:27](B3OC(C)(C)C(C)(C)O3)[CH:28]=2)[N:23]=1, predict the reaction product. (2) Given the reactants [CH3:1][N:2]1[CH2:7][CH2:6][N:5]([C:8]2[C:13]([CH:14]=[C:15]3[CH2:20][CH2:19][CH2:18][NH:17][C:16]3=[O:21])=[N:12][CH:11]=[CH:10][N:9]=2)[CH2:4][CH2:3]1.[H][H], predict the reaction product. The product is: [CH3:1][N:2]1[CH2:7][CH2:6][N:5]([C:8]2[C:13]([CH2:14][CH:15]3[CH2:20][CH2:19][CH2:18][NH:17][C:16]3=[O:21])=[N:12][CH:11]=[CH:10][N:9]=2)[CH2:4][CH2:3]1. (3) The product is: [CH3:1][N:2]1[C:10]([C:11]2[CH:16]=[CH:15][C:14]([O:17][C:18]([F:21])([F:19])[F:20])=[CH:13][CH:12]=2)=[C:9]2[C:4]([C:5]3[CH:25]=[CH:24][C:23]([CH:26]=[O:28])=[CH:22][C:6]=3[CH2:7][CH2:8]2)=[N:3]1. Given the reactants [CH3:1][N:2]1[CH:10]([C:11]2[CH:16]=[CH:15][C:14]([O:17][C:18]([F:21])([F:20])[F:19])=[CH:13][CH:12]=2)[CH:9]2[C:4]([C:5]3[CH:25]=[CH:24][C:23]([CH:26]=C)=[CH:22][C:6]=3[CH2:7][CH2:8]2)=[N:3]1.[OH2:28], predict the reaction product. (4) Given the reactants Br[C:2]1[CH:3]=[C:4]2[C@@:15]3([N:20]=[C:19]([NH2:21])[CH2:18][O:17][CH2:16]3)[C:14]3[C:9](=[CH:10][CH:11]=[C:12](I)[CH:13]=3)[O:8][C:5]2=[N:6][CH:7]=1.[CH3:23][C:24]([CH3:28])([CH3:27])[C:25]#[CH:26], predict the reaction product. The product is: [CH3:23][C:24]([CH3:28])([CH3:27])[C:25]#[C:26][C:2]1[CH:3]=[C:4]2[C@@:15]3([N:20]=[C:19]([NH2:21])[CH2:18][O:17][CH2:16]3)[C:14]3[C:9](=[CH:10][CH:11]=[C:12]([C:26]#[C:25][C:24]([CH3:28])([CH3:27])[CH3:23])[CH:13]=3)[O:8][C:5]2=[N:6][CH:7]=1. (5) Given the reactants [CH:1]([O:4][C:5]1[CH:13]=[CH:12][C:11]([S:14]([CH3:17])(=[O:16])=[O:15])=[CH:10][C:6]=1[C:7]([OH:9])=O)([CH3:3])[CH3:2].Cl.[F:19][C:20]([F:34])([F:33])[CH2:21][C:22]1[S:26][C:25]([N:27]2[CH2:32][CH2:31][NH:30][CH2:29][CH2:28]2)=[N:24][CH:23]=1, predict the reaction product. The product is: [CH:1]([O:4][C:5]1[CH:13]=[CH:12][C:11]([S:14]([CH3:17])(=[O:16])=[O:15])=[CH:10][C:6]=1[C:7]([N:30]1[CH2:31][CH2:32][N:27]([C:25]2[S:26][C:22]([CH2:21][C:20]([F:34])([F:19])[F:33])=[CH:23][N:24]=2)[CH2:28][CH2:29]1)=[O:9])([CH3:2])[CH3:3]. (6) Given the reactants [F:1][CH:2]([F:15])[CH2:3][CH2:4][O:5][C:6]1[CH:7]=[C:8]([CH:12]=[CH:13][CH:14]=1)[C:9](Cl)=[O:10].[Br-].[C:17]([C:19]1[C:24]([Zn+])=[CH:23][CH:22]=[CH:21][N:20]=1)#[N:18], predict the reaction product. The product is: [F:1][CH:2]([F:15])[CH2:3][CH2:4][O:5][C:6]1[CH:7]=[C:8]([CH:12]=[CH:13][CH:14]=1)[C:9]([C:24]1[C:19]([C:17]#[N:18])=[N:20][CH:21]=[CH:22][CH:23]=1)=[O:10].